Dataset: Reaction yield outcomes from USPTO patents with 853,638 reactions. Task: Predict the reaction yield, written as a fraction of the theoretical maximum amount of product (1.0 means a 100% yield; for example, 0.34 means a 34% yield). (1) The reactants are [O:1]1[C:5]2[CH:6]=[CH:7][C:8]([C:10]3([C:13]([NH:15][C:16]4[CH:17]=[C:18]5[C:22](=[CH:23][C:24]=4[F:25])[NH:21][CH:20]([C:26]([CH3:29])([CH3:28])[CH3:27])[CH2:19]5)=[O:14])[CH2:12][CH2:11]3)=[CH:9][C:4]=2[O:3][CH2:2]1.[O:30]1[CH2:35][CH2:34][CH2:33][CH:32]([CH:36]=O)[CH2:31]1.[BH-](OC(C)=O)(OC(C)=O)OC(C)=O.[Na+]. The catalyst is ClCCl. The product is [O:1]1[C:5]2[CH:6]=[CH:7][C:8]([C:10]3([C:13]([NH:15][C:16]4[CH:17]=[C:18]5[C:22](=[CH:23][C:24]=4[F:25])[N:21]([CH2:36][CH:32]4[CH2:33][CH2:34][CH2:35][O:30][CH2:31]4)[CH:20]([C:26]([CH3:29])([CH3:28])[CH3:27])[CH2:19]5)=[O:14])[CH2:12][CH2:11]3)=[CH:9][C:4]=2[O:3][CH2:2]1. The yield is 0.500. (2) The reactants are [NH2:1][C:2](=[O:20])[C@@H:3]([NH:5][C:6]1[N:11]=[C:10](Cl)[N:9]=[C:8]([C:13]([O:15][C:16]([CH3:19])([CH3:18])[CH3:17])=[O:14])[CH:7]=1)[CH3:4].[F:21][C:22]1[CH:43]=[CH:42][C:25]([O:26][C:27]2[CH:32]=[CH:31][C:30](B3OC(C)(C)C(C)(C)O3)=[CH:29][CH:28]=2)=[CH:24][CH:23]=1.C([O-])([O-])=O.[Na+].[Na+]. The yield is 0.570. The product is [NH2:1][C:2](=[O:20])[C@@H:3]([NH:5][C:6]1[N:11]=[C:10]([C:30]2[CH:29]=[CH:28][C:27]([O:26][C:25]3[CH:24]=[CH:23][C:22]([F:21])=[CH:43][CH:42]=3)=[CH:32][CH:31]=2)[N:9]=[C:8]([C:13]([O:15][C:16]([CH3:19])([CH3:18])[CH3:17])=[O:14])[CH:7]=1)[CH3:4]. The catalyst is O1CCOCC1.C1C=CC(P(C2C=CC=CC=2)[C-]2C=CC=C2)=CC=1.C1C=CC(P(C2C=CC=CC=2)[C-]2C=CC=C2)=CC=1.Cl[Pd]Cl.[Fe+2]. (3) The reactants are C([O:3][C:4](=[O:34])[CH:5]=[CH:6][C:7]1[CH:12]=[CH:11][C:10]([C:13](=[O:33])[CH:14](C(OC(C)(C)C)=O)[C:15]2[C:20]([F:21])=[C:19]([F:22])[C:18]([F:23])=[C:17]([F:24])[C:16]=2[F:25])=[CH:9][CH:8]=1)C.Cl. The catalyst is O1CCOCC1. The product is [F:21][C:20]1[C:19]([F:22])=[C:18]([F:23])[C:17]([F:24])=[C:16]([F:25])[C:15]=1[CH2:14][C:13]([C:10]1[CH:11]=[CH:12][C:7]([CH:6]=[CH:5][C:4]([OH:34])=[O:3])=[CH:8][CH:9]=1)=[O:33]. The yield is 0.900.